This data is from Forward reaction prediction with 1.9M reactions from USPTO patents (1976-2016). The task is: Predict the product of the given reaction. (1) Given the reactants Cl[CH2:2][C:3]([CH3:21])([CH3:20])[C:4]([NH:6][C:7]1[CH:12]=[CH:11][C:10]([C:13]([F:16])([F:15])[F:14])=[CH:9][C:8]=1[N+:17]([O-:19])=[O:18])=[O:5].C([O-])([O-])=O.[K+].[K+], predict the reaction product. The product is: [CH3:2][C:3]1([CH3:21])[CH2:20][N:6]([C:7]2[CH:12]=[CH:11][C:10]([C:13]([F:16])([F:15])[F:14])=[CH:9][C:8]=2[N+:17]([O-:19])=[O:18])[C:4]1=[O:5]. (2) Given the reactants O[CH2:2][C:3]1[CH:4]=[C:5]([S:9]([NH2:12])(=[O:11])=[O:10])[CH:6]=[CH:7][CH:8]=1.P(Br)(Br)[Br:14].O.C(=O)([O-])O.[Na+], predict the reaction product. The product is: [Br:14][CH2:2][C:3]1[CH:4]=[C:5]([S:9]([NH2:12])(=[O:11])=[O:10])[CH:6]=[CH:7][CH:8]=1.